This data is from Catalyst prediction with 721,799 reactions and 888 catalyst types from USPTO. The task is: Predict which catalyst facilitates the given reaction. Reactant: Cl[C:2]1[CH:7]=[CH:6][C:5]([N+:8]([O-:10])=[O:9])=[CH:4][N:3]=1.[C:11]([N:18]1[CH2:22][C@H:21]([NH2:23])[CH2:20][CH2:19]1)([O:13][C:14]([CH3:17])([CH3:16])[CH3:15])=[O:12]. Product: [N+:8]([C:5]1[CH:6]=[CH:7][C:2]([NH:23][C@@H:21]2[CH2:20][CH2:19][N:18]([C:11]([O:13][C:14]([CH3:17])([CH3:16])[CH3:15])=[O:12])[CH2:22]2)=[N:3][CH:4]=1)([O-:10])=[O:9]. The catalyst class is: 3.